From a dataset of Aqueous solubility values for 9,982 compounds from the AqSolDB database. Regression/Classification. Given a drug SMILES string, predict its absorption, distribution, metabolism, or excretion properties. Task type varies by dataset: regression for continuous measurements (e.g., permeability, clearance, half-life) or binary classification for categorical outcomes (e.g., BBB penetration, CYP inhibition). For this dataset (solubility_aqsoldb), we predict Y. (1) The compound is CCCCCC(=O)NNC(=O)c1ccncc1. The Y is -1.24 log mol/L. (2) The compound is CC1CC2C3CC(F)C4=CC(=O)C=CC4(C)C3(F)C(O)CC2(C)C1(O)C(=O)CO. The Y is -5.61 log mol/L. (3) The compound is Cc1ccc(N(C)C(N)=O)cc1. The Y is -0.423 log mol/L. (4) The drug is CC(=O)Nc1ccc(S(=O)(=O)CCO)cc1. The Y is -2.31 log mol/L. (5) The molecule is CCCCCCCCCCCCCCCCCCSSCCCCCCCCCCCCCCCCCC. The Y is -6.06 log mol/L. (6) The compound is O=C([O-])C(F)(F)F.[K+]. The Y is 0.661 log mol/L.